Dataset: Reaction yield outcomes from USPTO patents with 853,638 reactions. Task: Predict the reaction yield, written as a fraction of the theoretical maximum amount of product (1.0 means a 100% yield; for example, 0.34 means a 34% yield). The product is [CH2:25]([NH:24][C:11]1[C:12]2[C:17](=[CH:16][CH:15]=[CH:14][C:13]=2[C:18]2[CH:23]=[CH:22][CH:21]=[CH:20][CH:19]=2)[C:8]([C:4]2[CH:3]=[C:2]([NH:1][C:38](=[O:40])[CH3:39])[CH:7]=[N:6][CH:5]=2)=[N:9][N:10]=1)[C:26]1[CH:31]=[CH:30][CH:29]=[CH:28][CH:27]=1. The reactants are [NH2:1][C:2]1[CH:3]=[C:4]([C:8]2[C:17]3[C:12](=[C:13]([C:18]4[CH:23]=[CH:22][CH:21]=[CH:20][CH:19]=4)[CH:14]=[CH:15][CH:16]=3)[C:11]([NH:24][CH2:25][C:26]3[CH:31]=[CH:30][CH:29]=[CH:28][CH:27]=3)=[N:10][N:9]=2)[CH:5]=[N:6][CH:7]=1.N1C=CC=CC=1.[C:38](Cl)(=[O:40])[CH3:39]. The catalyst is C(Cl)Cl. The yield is 0.679.